The task is: Predict the product of the given reaction.. This data is from Forward reaction prediction with 1.9M reactions from USPTO patents (1976-2016). (1) Given the reactants [C:1]([O:5][C:6]([N:8]1[CH2:13][CH2:12][N:11]([C:14]2[C:15]3[C:29]([Cl:30])=[CH:28][N:27]=[C:26](Cl)[C:16]=3[N:17]=[C:18]([C:20]3[CH:25]=[CH:24][N:23]=[CH:22][CH:21]=3)[N:19]=2)[CH2:10][CH2:9]1)=[O:7])([CH3:4])([CH3:3])[CH3:2].[O-]P([O-])([O-])=O.[K+].[K+].[K+].[NH:40]1[C:44](B(O)O)=[CH:43][CH:42]=[N:41]1.CC(N(C)C)=O, predict the reaction product. The product is: [C:1]([O:5][C:6]([N:8]1[CH2:13][CH2:12][N:11]([C:14]2[C:15]3[C:29]([Cl:30])=[CH:28][N:27]=[C:26]([C:44]4[CH:43]=[CH:42][NH:41][N:40]=4)[C:16]=3[N:17]=[C:18]([C:20]3[CH:21]=[CH:22][N:23]=[CH:24][CH:25]=3)[N:19]=2)[CH2:10][CH2:9]1)=[O:7])([CH3:2])([CH3:4])[CH3:3]. (2) Given the reactants [OH-].[Na+].C[O:4][C:5](=[O:35])[C:6]1[CH:11]=[CH:10][CH:9]=[CH:8][C:7]=1[NH:12][C:13]1[N:17]([C:18]2[CH:23]=[CH:22][CH:21]=[CH:20][C:19]=2[CH3:24])[N:16]=[CH:15][C:14]=1[C:25]1[CH:26]=[C:27]2[C:32](=[CH:33][CH:34]=1)[N:31]=[CH:30][CH:29]=[N:28]2.Cl, predict the reaction product. The product is: [N:31]1[C:32]2[C:27](=[CH:26][C:25]([C:14]3[CH:15]=[N:16][N:17]([C:18]4[CH:23]=[CH:22][CH:21]=[CH:20][C:19]=4[CH3:24])[C:13]=3[NH:12][C:7]3[CH:8]=[CH:9][CH:10]=[CH:11][C:6]=3[C:5]([OH:35])=[O:4])=[CH:34][CH:33]=2)[N:28]=[CH:29][CH:30]=1.